This data is from Peptide-MHC class I binding affinity with 185,985 pairs from IEDB/IMGT. The task is: Regression. Given a peptide amino acid sequence and an MHC pseudo amino acid sequence, predict their binding affinity value. This is MHC class I binding data. (1) The peptide sequence is DTIHLHQQL. The MHC is HLA-B08:01 with pseudo-sequence HLA-B08:01. The binding affinity (normalized) is 0. (2) The peptide sequence is VPAMFTAAL. The MHC is HLA-A02:06 with pseudo-sequence HLA-A02:06. The binding affinity (normalized) is 0.437. (3) The peptide sequence is GVNACQVGV. The MHC is HLA-A03:01 with pseudo-sequence HLA-A03:01. The binding affinity (normalized) is 0. (4) The peptide sequence is LLLEVEQEI. The MHC is HLA-A02:01 with pseudo-sequence HLA-A02:01. The binding affinity (normalized) is 0.504. (5) The MHC is HLA-A24:02 with pseudo-sequence HLA-A24:02. The peptide sequence is IYYWTAWLI. The binding affinity (normalized) is 0.936. (6) The binding affinity (normalized) is 0. The MHC is HLA-B40:02 with pseudo-sequence HLA-B40:02. The peptide sequence is ILKEPVHGV. (7) The peptide sequence is FMGRIRSVY. The MHC is HLA-B58:01 with pseudo-sequence HLA-B58:01. The binding affinity (normalized) is 0.196. (8) The peptide sequence is IYWHGRDN. The MHC is Mamu-B03 with pseudo-sequence Mamu-B03. The binding affinity (normalized) is 0. (9) The peptide sequence is RLFEESLGI. The MHC is HLA-A68:02 with pseudo-sequence HLA-A68:02. The binding affinity (normalized) is 0.442.